Dataset: Reaction yield outcomes from USPTO patents with 853,638 reactions. Task: Predict the reaction yield, written as a fraction of the theoretical maximum amount of product (1.0 means a 100% yield; for example, 0.34 means a 34% yield). (1) The reactants are [CH:1]([C@@H:14]1[CH2:16][O:15]1)([C:8]1[CH:13]=[CH:12][CH:11]=[CH:10][CH:9]=1)[C:2]1[CH:7]=[CH:6][CH:5]=[CH:4][CH:3]=1.[CH:17]([Mg]Br)=[CH2:18]. The catalyst is C1COCC1.[Cu]I. The product is [C:2]1([CH:1]([C:8]2[CH:13]=[CH:12][CH:11]=[CH:10][CH:9]=2)[C@@H:14]([OH:15])[CH2:16][CH:17]=[CH2:18])[CH:7]=[CH:6][CH:5]=[CH:4][CH:3]=1. The yield is 0.700. (2) The reactants are [F:1][C:2]1[CH:7]=[CH:6][CH:5]=[C:4]([O:8][CH3:9])[C:3]=1[OH:10].CN(C)CC(O)=O.Cl.C([O-])([O-])=O.[Cs+].[Cs+].[F:25][C:26]1[CH:31]=[CH:30][C:29](I)=[CH:28][CH:27]=1. The catalyst is O1CCOCC1.[Cu]. The product is [F:1][C:2]1[CH:7]=[CH:6][CH:5]=[C:4]([O:8][CH3:9])[C:3]=1[O:10][C:29]1[CH:30]=[CH:31][C:26]([F:25])=[CH:27][CH:28]=1. The yield is 0.210. (3) The reactants are [Cl:1][C:2]1[CH:7]=[CH:6][C:5]([N:8]=[C:9]=[O:10])=[CH:4][C:3]=1[C:11]([F:14])([F:13])[F:12].[CH3:15][NH:16][C:17]([C:19]1[CH:24]=[C:23]([O:25][C:26]2[CH:32]=[CH:31][C:29]([NH2:30])=[CH:28][CH:27]=2)[CH:22]=[CH:21][N:20]=1)=[O:18]. The catalyst is C(Cl)Cl. The product is [Cl:1][C:2]1[CH:7]=[CH:6][C:5]([NH:8][C:9]([NH:30][C:29]2[CH:28]=[CH:27][C:26]([O:25][C:23]3[CH:22]=[CH:21][N:20]=[C:19]([C:17](=[O:18])[NH:16][CH3:15])[CH:24]=3)=[CH:32][CH:31]=2)=[O:10])=[CH:4][C:3]=1[C:11]([F:12])([F:13])[F:14]. The yield is 0.930. (4) The reactants are O[C:2]1(C)[CH:7]=[C:6]([S:8]([CH3:11])(=[O:10])=[O:9])[CH:5]=[CH:4][CH:3]1[CH2:12][C:13](=[O:15])[CH3:14].[Br:17][C:18]1[CH:23]=[CH:22][C:21]([CH2:24][C:25]([OH:27])=O)=[CH:20][CH:19]=1.[CH3:28]C1C=CC(S(O)(=O)=O)=CC=1.N12CCCN=C1CCCCC2. The catalyst is CN(C)C1C=CN=CC=1.O. The product is [Br:17][C:18]1[CH:23]=[CH:22][C:21]([C:24]2[C:25](=[O:27])[O:15][C:13]([CH3:14])([CH3:28])[C:12]=2[C:3]2[CH:2]=[CH:7][C:6]([S:8]([CH3:11])(=[O:9])=[O:10])=[CH:5][CH:4]=2)=[CH:20][CH:19]=1. The yield is 0.650. (5) The catalyst is C(Cl)Cl.O1CCCC1.[Ti](Cl)(Cl)(Cl)Cl.C(O)(=O)C.C(N(CC)CC)C. The reactants are [CH:1]1([C:7]([C:9]2[O:10][C:11]3[CH:23]=[CH:22][C:21]([F:24])=[CH:20][C:12]=3[C:13]=2[CH2:14][O:15][CH2:16][CH2:17][O:18][CH3:19])=O)[CH2:6][CH2:5][CH2:4][CH2:3][CH2:2]1.[NH2:25][C:26]1[CH:35]=[CH:34][C:29]([C:30]([O:32][CH3:33])=[O:31])=[CH:28][CH:27]=1.C(=O)([O-])O.[Na+].C([BH3-])#N.[Na+]. The yield is 0.390. The product is [CH:1]1([CH:7]([NH:25][C:26]2[CH:27]=[CH:28][C:29]([C:30]([O:32][CH3:33])=[O:31])=[CH:34][CH:35]=2)[C:9]2[O:10][C:11]3[CH:23]=[CH:22][C:21]([F:24])=[CH:20][C:12]=3[C:13]=2[CH2:14][O:15][CH2:16][CH2:17][O:18][CH3:19])[CH2:6][CH2:5][CH2:4][CH2:3][CH2:2]1. (6) The reactants are Cl[C:2]1[C:11]2[C:6](=[CH:7][C:8]([S:12]([O:15][C:16]3[C:21]([F:22])=[C:20]([F:23])[C:19]([F:24])=[C:18]([F:25])[C:17]=3[F:26])(=[O:14])=[O:13])=[CH:9][CH:10]=2)[CH:5]=[CH:4][N:3]=1.[Cl:27][C:28]1[CH:33]=[CH:32][C:31](B(O)O)=[C:30]([CH3:37])[CH:29]=1.C(=O)([O-])[O-].[K+].[K+]. The catalyst is C1C=CC([P]([Pd]([P](C2C=CC=CC=2)(C2C=CC=CC=2)C2C=CC=CC=2)([P](C2C=CC=CC=2)(C2C=CC=CC=2)C2C=CC=CC=2)[P](C2C=CC=CC=2)(C2C=CC=CC=2)C2C=CC=CC=2)(C2C=CC=CC=2)C2C=CC=CC=2)=CC=1. The product is [Cl:27][C:28]1[CH:33]=[CH:32][C:31]([C:2]2[C:11]3[C:6](=[CH:7][C:8]([S:12]([O:15][C:16]4[C:21]([F:22])=[C:20]([F:23])[C:19]([F:24])=[C:18]([F:25])[C:17]=4[F:26])(=[O:13])=[O:14])=[CH:9][CH:10]=3)[CH:5]=[CH:4][N:3]=2)=[C:30]([CH3:37])[CH:29]=1. The yield is 0.393. (7) The reactants are Br[CH2:2][C:3]1[C:12]([O:13][CH3:14])=[CH:11][CH:10]=[CH:9][C:4]=1[C:5]([O:7][CH3:8])=[O:6].[CH3:15][O-:16].[Na+]. The catalyst is CO. The product is [CH3:14][O:13][C:12]1[C:3]([CH2:2][O:16][CH3:15])=[C:4]([CH:9]=[CH:10][CH:11]=1)[C:5]([O:7][CH3:8])=[O:6]. The yield is 0.770.